Task: Predict the product of the given reaction.. Dataset: Forward reaction prediction with 1.9M reactions from USPTO patents (1976-2016) (1) Given the reactants COC[O:4][C:5]1[CH:10]=[CH:9][C:8]([CH2:11][CH2:12][C:13]([O:15][CH2:16][CH3:17])=[O:14])=[C:7]([O:18][C:19]2[CH:24]=[CH:23][C:22]([C:25]([F:28])([F:27])[F:26])=[CH:21][N:20]=2)[CH:6]=1.Cl.[OH-].[Na+], predict the reaction product. The product is: [OH:4][C:5]1[CH:10]=[CH:9][C:8]([CH2:11][CH2:12][C:13]([O:15][CH2:16][CH3:17])=[O:14])=[C:7]([O:18][C:19]2[CH:24]=[CH:23][C:22]([C:25]([F:28])([F:26])[F:27])=[CH:21][N:20]=2)[CH:6]=1. (2) Given the reactants Br[C:2]1[CH:6]=[CH:5][S:4][C:3]=1[C:7]1[S:8][CH:9]=[CH:10][CH:11]=1.C([Li])CCC.[CH3:17][CH2:18][C:19](=[O:22])[CH2:20][CH3:21], predict the reaction product. The product is: [S:4]1[CH:5]=[CH:6][C:2]([C:19]([OH:22])([CH2:20][CH3:21])[CH2:18][CH3:17])=[C:3]1[C:7]1[S:8][CH:9]=[CH:10][CH:11]=1. (3) Given the reactants [C:1]([C:5]1[CH:10]=[CH:9][C:8]([S:11]([N:14]2[C:20]3[CH:21]=[C:22]([C:25](=[N:27][OH:28])[NH2:26])[CH:23]=[CH:24][C:19]=3[NH:18][C:17]3[N:29]=[C:30]([C:33]([F:36])([F:35])[F:34])[CH:31]=[CH:32][C:16]=3[CH2:15]2)(=[O:13])=[O:12])=[CH:7][CH:6]=1)([CH3:4])([CH3:3])[CH3:2].N1C=CC=CC=1.Cl[C:44](OCC)=[O:45], predict the reaction product. The product is: [C:1]([C:5]1[CH:6]=[CH:7][C:8]([S:11]([N:14]2[C:20]3[CH:21]=[C:22]([C:25]4[NH:26][C:44](=[O:45])[O:28][N:27]=4)[CH:23]=[CH:24][C:19]=3[NH:18][C:17]3[N:29]=[C:30]([C:33]([F:35])([F:36])[F:34])[CH:31]=[CH:32][C:16]=3[CH2:15]2)(=[O:13])=[O:12])=[CH:9][CH:10]=1)([CH3:4])([CH3:2])[CH3:3]. (4) Given the reactants [Cl:1][C:2]1[S:6][C:5]([C:7]([O:9][CH3:10])=[O:8])=[CH:4][CH:3]=1.[Cl-].[Cl-].[Cl-].[Al+3].[Br:15]Br, predict the reaction product. The product is: [Br:15][C:3]1[CH:4]=[C:5]([C:7]([O:9][CH3:10])=[O:8])[S:6][C:2]=1[Cl:1]. (5) Given the reactants O=[C:2]1[CH2:7][CH2:6][CH:5]([C:8]([O:10]CC)=[O:9])[CH2:4][CH2:3]1.[OH-].[Na+].C(OP([CH2:23][C:24]([O:26][CH2:27][CH3:28])=[O:25])(OCC)=O)C.[O-]CC.[Na+].C(O)C.C([O-])=O.[NH4+], predict the reaction product. The product is: [CH2:27]([O:26][C:24]([CH2:23][C@H:2]1[CH2:3][CH2:4][C@H:5]([C:8]([OH:10])=[O:9])[CH2:6][CH2:7]1)=[O:25])[CH3:28]. (6) Given the reactants [C:9](O[C:9]([O:11][C:12]([CH3:15])([CH3:14])[CH3:13])=[O:10])([O:11][C:12]([CH3:15])([CH3:14])[CH3:13])=[O:10].[CH2:16]([C:18]1[CH:24]=[C:23]([Br:25])[CH:22]=[C:21]([CH2:26][CH3:27])[C:19]=1[NH2:20])[CH3:17], predict the reaction product. The product is: [C:12]([O:11][C:9](=[O:10])[NH:20][C:19]1[C:21]([CH2:26][CH3:27])=[CH:22][C:23]([Br:25])=[CH:24][C:18]=1[CH2:16][CH3:17])([CH3:13])([CH3:14])[CH3:15]. (7) Given the reactants [N:1]1[CH:6]=[CH:5][CH:4]=[C:3]([C:7]2[CH:8]=[N:9][N:10]([C:12]3[CH:13]=[C:14]([OH:18])[CH:15]=[CH:16][CH:17]=3)[CH:11]=2)[CH:2]=1.Br[C:20]1[CH:32]=[CH:31][C:30]2[C:29]3[C:24](=[CH:25][CH:26]=[CH:27][CH:28]=3)[N:23]([C:33]3[CH:38]=[CH:37][CH:36]=[CH:35][N:34]=3)[C:22]=2[CH:21]=1.N1C=CC=CC=1C(O)=O.[O-]P([O-])([O-])=O.[K+].[K+].[K+], predict the reaction product. The product is: [N:34]1[CH:35]=[CH:36][CH:37]=[CH:38][C:33]=1[N:23]1[C:22]2[CH:21]=[C:20]([O:18][C:14]3[CH:15]=[CH:16][CH:17]=[C:12]([N:10]4[CH:11]=[C:7]([C:3]5[CH:2]=[N:1][CH:6]=[CH:5][CH:4]=5)[CH:8]=[N:9]4)[CH:13]=3)[CH:32]=[CH:31][C:30]=2[C:29]2[C:24]1=[CH:25][CH:26]=[CH:27][CH:28]=2.